Dataset: Reaction yield outcomes from USPTO patents with 853,638 reactions. Task: Predict the reaction yield, written as a fraction of the theoretical maximum amount of product (1.0 means a 100% yield; for example, 0.34 means a 34% yield). The reactants are [CH3:1][C:2]1[O:3][C:4]([C:8]2[C:9](=[O:15])[NH:10][C:11](=[O:14])[NH:12][CH:13]=2)=[C:5]([CH3:7])[N:6]=1.C([O-])([O-])=O.[K+].[K+].Br[CH2:23][CH2:24][CH:25]([O:28][CH3:29])[O:26][CH3:27].O. The catalyst is CN(C=O)C. The product is [CH3:27][O:26][CH:25]([O:28][CH3:29])[CH2:24][CH2:23][N:12]1[CH:13]=[C:8]([C:4]2[O:3][C:2]([CH3:1])=[N:6][C:5]=2[CH3:7])[C:9](=[O:15])[NH:10][C:11]1=[O:14]. The yield is 0.530.